From a dataset of Catalyst prediction with 721,799 reactions and 888 catalyst types from USPTO. Predict which catalyst facilitates the given reaction. (1) The catalyst class is: 31. Product: [C:25]([CH2:27][C:28]([N:34]([CH:31]1[CH2:32][CH2:33]1)[CH2:35][C:36]1[CH:41]=[CH:40][CH:39]=[C:38]([Cl:42])[C:37]=1[Cl:43])=[O:30])#[N:26]. Reactant: CN(C(ON1N=NC2C=CC=NC1=2)=[N+](C)C)C.F[P-](F)(F)(F)(F)F.[C:25]([CH2:27][C:28]([OH:30])=O)#[N:26].[CH:31]1([NH:34][CH2:35][C:36]2[CH:41]=[CH:40][CH:39]=[C:38]([Cl:42])[C:37]=2[Cl:43])[CH2:33][CH2:32]1.CCN(C(C)C)C(C)C. (2) Reactant: C(OC(=O)[NH:7][C:8]1[CH:13]=[CH:12][C:11]([C:14]2C=C[CH:17]=[CH:16][C:15]=2F)=[CH:10][C:9]=1[NH:21][C:22](=[O:34])[CH2:23][C:24]([C:26]1[CH:31]=[CH:30][CH:29]=[C:28]([C:32]#[N:33])[CH:27]=1)=O)(C)(C)C.[C:36](O)([C:38]([F:41])(F)F)=O. Product: [F:41][C:38]1[CH:36]=[CH:17][CH:16]=[CH:15][C:14]=1[C:11]1[CH:12]=[CH:13][C:8]2[N:7]=[C:24]([C:26]3[CH:27]=[C:28]([CH:29]=[CH:30][CH:31]=3)[C:32]#[N:33])[CH2:23][C:22](=[O:34])[NH:21][C:9]=2[CH:10]=1. The catalyst class is: 2.